This data is from Volume of distribution at steady state (VDss) regression data from Lombardo et al.. The task is: Regression/Classification. Given a drug SMILES string, predict its absorption, distribution, metabolism, or excretion properties. Task type varies by dataset: regression for continuous measurements (e.g., permeability, clearance, half-life) or binary classification for categorical outcomes (e.g., BBB penetration, CYP inhibition). For this dataset (vdss_lombardo), we predict log10(VDss) (log10 of volume of distribution in L/kg). (1) The drug is CCc1nn(CCCN2CCN(c3cccc(Cl)c3)CC2)c(=O)n1CCOc1ccccc1. The log10(VDss) is -0.290. (2) The drug is O=c1[nH]c2ccccc2n1CCC[NH+]1CCC(n2c(=O)[nH]c3cc(Cl)ccc32)CC1. The log10(VDss) is 0.530. (3) The molecule is CCOC(Cc1ccc(OCCc2ccc(OS(C)(=O)=O)cc2)cc1)C(=O)[O-]. The log10(VDss) is -0.890. (4) The molecule is NC1CC(NC(=O)C(O)CC[NH3+])C(OC2OC(CO)C(O)C([NH3+])C2O)C(O)C1OC1OC(C[NH3+])C(O)C(O)C1O. The log10(VDss) is -0.800. (5) The drug is N=C(N)N[C@@H](CS)C(=O)O. The log10(VDss) is -0.600. (6) The compound is CNC(=O)c1cnn(-c2nc(N)c3ncn(C4OC(CO)C(O)C4O)c3n2)c1. The log10(VDss) is -0.0300. (7) The compound is O=C1CN=C(c2ccccc2)c2cc([N+](=O)[O-])ccc2N1. The log10(VDss) is 0.230.